From a dataset of Catalyst prediction with 721,799 reactions and 888 catalyst types from USPTO. Predict which catalyst facilitates the given reaction. (1) Reactant: [C:1]([O:5][C:6]([N:8]1[CH2:12][CH2:11][C@H:10]([C@H:13]([OH:18])[CH2:14][N:15]=[N+:16]=[N-:17])[CH2:9]1)=[O:7])([CH3:4])([CH3:3])[CH3:2].[H-].[Na+].F[C:22]1[CH:27]=[CH:26][C:25]([C:28]([F:31])([F:30])[F:29])=[CH:24][CH:23]=1. Product: [C:1]([O:5][C:6]([N:8]1[CH2:12][CH2:11][C@H:10]([C@H:13]([O:18][C:22]2[CH:27]=[CH:26][C:25]([C:28]([F:31])([F:30])[F:29])=[CH:24][CH:23]=2)[CH2:14][N:15]=[N+:16]=[N-:17])[CH2:9]1)=[O:7])([CH3:4])([CH3:2])[CH3:3]. The catalyst class is: 3. (2) Reactant: [OH:1][C:2]1[N:10]=[C:9]([C:11]2[CH:16]=[CH:15][CH:14]=[C:13]([C:17]([F:20])([F:19])[F:18])[CH:12]=2)[CH:8]=[C:7]([CH3:21])[C:3]=1[C:4]([OH:6])=[O:5].[CH3:22]C1C=C(C2C=CC=C(C(F)(F)F)C=2)NC(=O)C=1C(O)=O.OS(O)(=O)=O. Product: [CH3:22][N:10]1[C:9]([C:11]2[CH:16]=[CH:15][CH:14]=[C:13]([C:17]([F:20])([F:18])[F:19])[CH:12]=2)=[CH:8][C:7]([CH3:21])=[C:3]([C:4]([OH:6])=[O:5])[C:2]1=[O:1]. The catalyst class is: 5. (3) Reactant: [NH2:1][CH2:2][C@H:3]1[C@@H:8]([CH3:9])[CH2:7][CH2:6][CH2:5][N:4]1[C:10]([C:12]1[N:13]=[C:14]([CH3:24])[S:15][C:16]=1[C:17]1[CH:22]=[CH:21][C:20]([F:23])=[CH:19][CH:18]=1)=[O:11].Br[C:26]1[CH:31]=[C:30]([C:32]([F:35])([F:34])[F:33])[CH:29]=[CH:28][N:27]=1.C1C=CC(P(C2C(C3C(P(C4C=CC=CC=4)C4C=CC=CC=4)=CC=C4C=3C=CC=C4)=C3C(C=CC=C3)=CC=2)C2C=CC=CC=2)=CC=1.CC([O-])(C)C.[Na+]. Product: [F:23][C:20]1[CH:19]=[CH:18][C:17]([C:16]2[S:15][C:14]([CH3:24])=[N:13][C:12]=2[C:10]([N:4]2[CH2:5][CH2:6][CH2:7][C@H:8]([CH3:9])[C@@H:3]2[CH2:2][NH:1][C:26]2[CH:31]=[C:30]([C:32]([F:35])([F:34])[F:33])[CH:29]=[CH:28][N:27]=2)=[O:11])=[CH:22][CH:21]=1. The catalyst class is: 101. (4) Reactant: [H-].[Na+].I[CH3:4].[F:5][CH:6]([F:30])[CH2:7][N:8]1[C:12]([N:13]2[CH2:19][CH2:18][CH2:17][C@@H:16]([NH:20][C:21](=[O:26])[C:22]([F:25])([F:24])[F:23])[CH2:15][CH2:14]2)=[C:11]([N+:27]([O-:29])=[O:28])[CH:10]=[N:9]1.O. Product: [F:30][CH:6]([F:5])[CH2:7][N:8]1[C:12]([N:13]2[CH2:19][CH2:18][CH2:17][C@@H:16]([N:20]([CH3:4])[C:21](=[O:26])[C:22]([F:25])([F:24])[F:23])[CH2:15][CH2:14]2)=[C:11]([N+:27]([O-:29])=[O:28])[CH:10]=[N:9]1. The catalyst class is: 1.